From a dataset of Catalyst prediction with 721,799 reactions and 888 catalyst types from USPTO. Predict which catalyst facilitates the given reaction. (1) Reactant: C([O:8][C:9]1[CH:29]=[CH:28][C:12]([O:13][CH2:14][CH2:15][C:16]2[N:17]=[C:18]([C:22]3[CH:27]=[CH:26][CH:25]=[CH:24][CH:23]=3)[O:19][C:20]=2[CH3:21])=[C:11]([CH2:30][CH2:31][CH3:32])[CH:10]=1)C1C=CC=CC=1.[H][H]. Product: [CH3:21][C:20]1[O:19][C:18]([C:22]2[CH:23]=[CH:24][CH:25]=[CH:26][CH:27]=2)=[N:17][C:16]=1[CH2:15][CH2:14][O:13][C:12]1[CH:28]=[CH:29][C:9]([OH:8])=[CH:10][C:11]=1[CH2:30][CH2:31][CH3:32]. The catalyst class is: 123. (2) Reactant: [Br:1][C:2]1[CH:3]=[C:4]([CH:6]=[CH:7][CH:8]=1)[NH2:5].[CH:9](OCC)(OCC)OCC.[N-:19]=[N+:20]=[N-:21].[Na+].O. Product: [Br:1][C:2]1[CH:3]=[C:4]([N:5]2[CH:9]=[N:21][N:20]=[N:19]2)[CH:6]=[CH:7][CH:8]=1. The catalyst class is: 15. (3) Reactant: [F:1][C:2]1[CH:3]=[C:4]([O:15][CH2:16][CH2:17][O:18][CH3:19])[C:5]([O:10][CH2:11][CH2:12][O:13][CH3:14])=[C:6]([CH2:8]O)[CH:7]=1.N1C=CC=CC=1.S(Cl)([Cl:28])=O.O. Product: [Cl:28][CH2:8][C:6]1[CH:7]=[C:2]([F:1])[CH:3]=[C:4]([O:15][CH2:16][CH2:17][O:18][CH3:19])[C:5]=1[O:10][CH2:11][CH2:12][O:13][CH3:14]. The catalyst class is: 7. (4) Reactant: C1(C)C=CC=CC=1.[Cl:8][C:9]1[C:16]([Cl:17])=[CH:15][CH:14]=[C:13]([N+:18]([O-:20])=[O:19])[C:10]=1[CH:11]=[O:12].[BH4-].[Na+]. Product: [Cl:8][C:9]1[C:16]([Cl:17])=[CH:15][CH:14]=[C:13]([N+:18]([O-:20])=[O:19])[C:10]=1[CH2:11][OH:12]. The catalyst class is: 5. (5) Reactant: [NH2:1][C@@H:2]([CH2:10][CH2:11][CH2:12][NH:13][C:14]([NH:16][S:17]([C:20]1[C:21]([CH3:34])=[C:22]2[C:27](=[C:28]([CH3:31])[C:29]=1[CH3:30])[O:26][C:25]([CH3:33])([CH3:32])[CH2:24][CH2:23]2)(=[O:19])=[O:18])=[NH:15])[C:3]([O:5][C:6]([CH3:9])([CH3:8])[CH3:7])=[O:4].[O:35]=[C:36]1[C:41]([C:42]([OH:44])=O)=[CH:40][CH:39]=[CH:38][NH:37]1.CN(C(ON1N=N[C:55]2[CH:56]=[CH:57][CH:58]=[CH:59][C:54]1=2)=[N+](C)C)C.F[P-](F)(F)(F)(F)F.CCN([CH:75]([CH3:77])[CH3:76])C(C)C. The catalyst class is: 18. Product: [CH:6]([C:54]1[CH:59]=[CH:58][CH:57]=[CH:56][C:55]=1[C:11]1[CH:10]=[CH:2][CH:3]=[CH:77][C:75]=1[CH2:76][N:37]1[CH:38]=[CH:39][CH:40]=[C:41]([C:42]([NH:1][C@@H:2]([CH2:10][CH2:11][CH2:12][NH:13][C:14]([NH:16][S:17]([C:20]2[C:21]([CH3:34])=[C:22]3[C:27](=[C:28]([CH3:31])[C:29]=2[CH3:30])[O:26][C:25]([CH3:33])([CH3:32])[CH2:24][CH2:23]3)(=[O:18])=[O:19])=[NH:15])[C:3]([O:5][C:6]([CH3:7])([CH3:8])[CH3:9])=[O:4])=[O:44])[C:36]1=[O:35])([CH3:8])[CH3:7]. (6) Reactant: [F:1][C:2]1[CH:3]=[CH:4][C:5]([O:36][CH3:37])=[C:6]([C:8]2[CH:13]=[CH:12][N:11]=[C:10]3[N:14]([S:27]([C:30]4[CH:35]=[CH:34][CH:33]=[CH:32][CH:31]=4)(=[O:29])=[O:28])[C:15]([C:17]4[CH2:18][CH2:19][N:20]([S:23]([CH3:26])(=[O:25])=[O:24])[CH2:21][CH:22]=4)=[CH:16][C:9]=23)[CH:7]=1.[C:38](O[C:38]([O:40][C:41]([CH3:44])([CH3:43])[CH3:42])=[O:39])([O:40][C:41]([CH3:44])([CH3:43])[CH3:42])=[O:39].C[Si]([N-][Si](C)(C)C)(C)C.[Li+].[Cl-].[NH4+]. Product: [F:1][C:2]1[CH:3]=[CH:4][C:5]([O:36][CH3:37])=[C:6]([C:8]2[CH:13]=[CH:12][N:11]=[C:10]3[N:14]([S:27]([C:30]4[CH:35]=[CH:34][CH:33]=[CH:32][CH:31]=4)(=[O:29])=[O:28])[C:15]([C:17]4[CH2:18][CH2:19][N:20]([S:23]([CH2:26][C:38]([O:40][C:41]([CH3:44])([CH3:43])[CH3:42])=[O:39])(=[O:24])=[O:25])[CH2:21][CH:22]=4)=[CH:16][C:9]=23)[CH:7]=1. The catalyst class is: 7. (7) Reactant: [CH3:1][O:2][C:3]1[CH:4]=[CH:5][C:6]([N:13]([CH3:33])[C:14]2[N:18]([C:19]3[CH:24]=[CH:23][CH:22]=[CH:21][C:20]=3[CH3:25])[N:17]=[C:16]([CH3:26])[C:15]=2[C:27]2[CH:32]=[CH:31][CH:30]=[CH:29][CH:28]=2)=[C:7]([CH:12]=1)[C:8]([O:10]C)=[O:9].O.CO.[Li+].[OH-]. Product: [CH3:1][O:2][C:3]1[CH:4]=[CH:5][C:6]([N:13]([CH3:33])[C:14]2[N:18]([C:19]3[CH:24]=[CH:23][CH:22]=[CH:21][C:20]=3[CH3:25])[N:17]=[C:16]([CH3:26])[C:15]=2[C:27]2[CH:32]=[CH:31][CH:30]=[CH:29][CH:28]=2)=[C:7]([CH:12]=1)[C:8]([OH:10])=[O:9]. The catalyst class is: 1.